From a dataset of Forward reaction prediction with 1.9M reactions from USPTO patents (1976-2016). Predict the product of the given reaction. (1) Given the reactants [Br:1][C:2]1[CH:3]=[C:4]([CH2:9][CH2:10][C:11](Cl)=[O:12])[CH:5]=[CH:6][C:7]=1[F:8].[Al+3].[Cl-].[Cl-].[Cl-], predict the reaction product. The product is: [Br:1][C:2]1[CH:3]=[C:4]2[C:5](=[CH:6][C:7]=1[F:8])[C:11](=[O:12])[CH2:10][CH2:9]2.[Br:1][C:2]1[C:7]([F:8])=[CH:6][CH:5]=[C:4]2[C:3]=1[C:11](=[O:12])[CH2:10][CH2:9]2. (2) Given the reactants C(=O)([O-])[O-].[K+].[K+].O1CCCC1.[CH3:12][N:13]1[C:17]([C:18]2[CH:23]=[CH:22][C:21]([C:24]([F:27])([F:26])[F:25])=[CH:20][CH:19]=2)=[C:16]([C:28]#[C:29][Si](C)(C)C)[CH:15]=[N:14]1, predict the reaction product. The product is: [C:28]([C:16]1[CH:15]=[N:14][N:13]([CH3:12])[C:17]=1[C:18]1[CH:19]=[CH:20][C:21]([C:24]([F:27])([F:26])[F:25])=[CH:22][CH:23]=1)#[CH:29]. (3) Given the reactants [CH3:1][C:2](=O)[CH2:3][C:4](=O)[CH3:5].[N:8]1[CH:13]=[CH:12][CH:11]=[N:10][C:9]=1[NH:14][NH2:15], predict the reaction product. The product is: [CH3:1][C:2]1[CH:3]=[C:4]([CH3:5])[N:14]([C:9]2[N:10]=[CH:11][CH:12]=[CH:13][N:8]=2)[N:15]=1. (4) The product is: [F:26][C:25]1[CH:24]=[CH:23][C:10]([CH2:11][C:12]2[C:21]3[C:16](=[CH:17][CH:18]=[CH:19][CH:20]=3)[C:15](=[O:22])[NH:14][N:13]=2)=[CH:9][C:8]=1[C:6]([N:4]1[CH2:3][CH:2]([NH:1][CH2:27][CH2:28][CH3:29])[CH2:5]1)=[O:7]. Given the reactants [NH2:1][CH:2]1[CH2:5][N:4]([C:6]([C:8]2[CH:9]=[C:10]([CH:23]=[CH:24][C:25]=2[F:26])[CH2:11][C:12]2[C:21]3[C:16](=[CH:17][CH:18]=[CH:19][CH:20]=3)[C:15](=[O:22])[NH:14][N:13]=2)=[O:7])[CH2:3]1.[CH:27](=O)[CH2:28][CH3:29].C(O[BH-](OC(=O)C)OC(=O)C)(=O)C.[Na+], predict the reaction product.